Dataset: Catalyst prediction with 721,799 reactions and 888 catalyst types from USPTO. Task: Predict which catalyst facilitates the given reaction. (1) Reactant: [CH3:1][NH:2][S:3]([C:6]([F:18])([F:17])[C:7]([F:16])([F:15])[C:8]([F:14])([F:13])[C:9]([F:12])([F:11])[F:10])(=[O:5])=[O:4].C[O-].[Na+].[CH2:22](Br)[CH:23]=[CH2:24]. Product: [CH2:22]([N:2]([CH3:1])[S:3]([C:6]([F:17])([F:18])[C:7]([F:15])([F:16])[C:8]([F:13])([F:14])[C:9]([F:10])([F:12])[F:11])(=[O:5])=[O:4])[CH:23]=[CH2:24]. The catalyst class is: 200. (2) Reactant: Br.[Br:2][CH:3]1[C:12]2[NH:11][C:10](=[O:13])[CH:9]=[CH:8][C:7]=2[CH2:6][CH2:5][CH2:4]1.C([O-])(O)=O.[Na+]. Product: [Br:2][CH:3]1[C:12]2[NH:11][C:10](=[O:13])[CH:9]=[CH:8][C:7]=2[CH2:6][CH2:5][CH2:4]1. The catalyst class is: 2. (3) Reactant: [F:1][C:2]1[CH:3]=[C:4]([O:19][CH2:20][CH2:21][O:22][CH3:23])[C:5]([O:14][CH2:15][CH2:16][O:17][CH3:18])=[C:6]([CH:8]([C:11](=O)[CH3:12])[C:9]#[N:10])[CH:7]=1.Cl.Cl.[NH2:26][NH2:27].C(=O)(O)[O-].[Na+]. Product: [F:1][C:2]1[CH:3]=[C:4]([O:19][CH2:20][CH2:21][O:22][CH3:23])[C:5]([O:14][CH2:15][CH2:16][O:17][CH3:18])=[C:6]([C:8]2[C:11]([CH3:12])=[N:26][NH:27][C:9]=2[NH2:10])[CH:7]=1. The catalyst class is: 8. (4) Reactant: [CH2:1]([O:3][C:4]1[CH:9]=[C:8]([N+:10]([O-])=O)[CH:7]=[CH:6][C:5]=1[O:13][CH3:14])[CH3:2].[H][H]. Product: [CH2:1]([O:3][C:4]1[CH:9]=[C:8]([NH2:10])[CH:7]=[CH:6][C:5]=1[O:13][CH3:14])[CH3:2]. The catalyst class is: 78. (5) Reactant: Br[C:2]1[CH:7]=[CH:6][C:5]([Br:8])=[CH:4][N:3]=1.[NH:9]1[CH2:14][CH2:13][O:12][CH2:11][CH2:10]1. Product: [Br:8][C:5]1[CH:6]=[CH:7][C:2]([N:9]2[CH2:14][CH2:13][O:12][CH2:11][CH2:10]2)=[N:3][CH:4]=1. The catalyst class is: 413. (6) Reactant: CC1NC(C)=CC=1[C:7]1[CH:12]=[CH:11][CH:10]=[C:9]([C:13]2[CH:18]=[CH:17][C:16]([O:19][CH2:20][CH2:21][N:22]([CH3:24])[CH3:23])=[C:15]([CH3:25])[C:14]=2[CH3:26])[N:8]=1.Cl.[NH2:29]O.C(O)C.Cl. Product: [CH3:23][N:22]([CH3:24])[CH2:21][CH2:20][O:19][C:16]1[CH:17]=[CH:18][C:13]([C:9]2[N:8]=[C:7]([NH2:29])[CH:12]=[CH:11][CH:10]=2)=[C:14]([CH3:26])[C:15]=1[CH3:25]. The catalyst class is: 6. (7) Reactant: [OH:1][C:2]1[CH:3]=[C:4]2[C:17](=[CH:18][CH:19]=1)[C:16]1[C:7](=[C:8]3[C:13](=[CH:14][CH:15]=1)[NH:12][C:11]([CH3:21])([CH3:20])[CH:10]=[C:9]3[CH3:22])[C:6](=[O:23])[O:5]2.O1CCCC1.C(N(CC)CC)C.[C:36](Cl)(=[O:43])[C:37]1[CH:42]=[CH:41][CH:40]=[CH:39][CH:38]=1. Product: [C:36]([O:1][C:2]1[CH:3]=[C:4]2[C:17](=[CH:18][CH:19]=1)[C:16]1[C:7](=[C:8]3[C:13](=[CH:14][CH:15]=1)[NH:12][C:11]([CH3:20])([CH3:21])[CH:10]=[C:9]3[CH3:22])[C:6](=[O:23])[O:5]2)(=[O:43])[C:37]1[CH:42]=[CH:41][CH:40]=[CH:39][CH:38]=1. The catalyst class is: 6. (8) Reactant: Br[C:2]1[CH:7]=[CH:6][CH:5]=[CH:4][C:3]=1[N+:8]([O-:10])=[O:9].[O:11]1[CH:15]=[CH:14][CH2:13][CH2:12]1.C1C2C=CC(=C(P(C3C=CC=CC=3)C3C=CC=CC=3)C=2)CCC2C=CC(=C(P(C3C=CC=CC=3)C3C=CC=CC=3)C=2)C1.C1OC2C=CC(P(C3C=CC=CC=3)C3C=CC=CC=3)=C(C3C4OCCOC=4C=CC=3P(C3C=CC=CC=3)C3C=CC=CC=3)C=2OC1.C1OC2C(C3C4OCOC=4C=CC=3P(C3C=CC=CC=3)C3C=CC=CC=3)=C(P(C3C=CC=CC=3)C3C=CC=CC=3)C=CC=2O1.C1(P(C2C=CC=CC=2)C(CC(P(C2C=CC=CC=2)C2C=CC=CC=2)C)C)C=CC=CC=1. Product: [O:11]1[CH:12]=[CH:13][CH2:14][CH:15]1[C:2]1[CH:7]=[CH:6][CH:5]=[CH:4][C:3]=1[N+:8]([O-:10])=[O:9]. The catalyst class is: 45. (9) Reactant: [CH3:1][S:2]([C:5]1[CH:10]=[CH:9][C:8]([C:11]2[C:12]([O:22][C:23]3[CH:28]=[CH:27][C:26]([O:29][CH2:30][CH2:31][N:32]4[CH2:37][CH2:36][CH2:35][CH2:34][CH2:33]4)=[CH:25][CH:24]=3)=[C:13]3[C:18](=[CH:19][CH:20]=2)[CH:17]=[C:16]([OH:21])[CH:15]=[CH:14]3)=[CH:7][CH:6]=1)(=[O:4])=[O:3].[F:38][C:39]1[CH:47]=[CH:46][C:42]([C:43](Cl)=[O:44])=[CH:41][CH:40]=1.C(=O)(O)[O-].[Na+]. Product: [CH3:1][S:2]([C:5]1[CH:6]=[CH:7][C:8]([C:11]2[C:12]([O:22][C:23]3[CH:28]=[CH:27][C:26]([O:29][CH2:30][CH2:31][N:32]4[CH2:37][CH2:36][CH2:35][CH2:34][CH2:33]4)=[CH:25][CH:24]=3)=[C:13]3[C:18](=[CH:19][CH:20]=2)[CH:17]=[C:16]([O:21][C:43](=[O:44])[C:42]2[CH:46]=[CH:47][C:39]([F:38])=[CH:40][CH:41]=2)[CH:15]=[CH:14]3)=[CH:9][CH:10]=1)(=[O:4])=[O:3]. The catalyst class is: 4.